This data is from Forward reaction prediction with 1.9M reactions from USPTO patents (1976-2016). The task is: Predict the product of the given reaction. (1) Given the reactants C[O:2][C:3]([C:5]1([C:8]2[CH:13]=[CH:12][C:11]([C:14]3[CH:19]=[CH:18][C:17]([C:20]4[N:21]=[N:22][N:23]([CH3:37])[C:24]=4[NH:25][C:26]([O:28][C@@H:29]([C:31]4[CH:36]=[CH:35][CH:34]=[CH:33][CH:32]=4)[CH3:30])=[O:27])=[CH:16][CH:15]=3)=[CH:10][CH:9]=2)[CH2:7][CH2:6]1)=[O:4].[OH-].[Na+], predict the reaction product. The product is: [CH3:37][N:23]1[C:24]([NH:25][C:26]([O:28][C@@H:29]([C:31]2[CH:32]=[CH:33][CH:34]=[CH:35][CH:36]=2)[CH3:30])=[O:27])=[C:20]([C:17]2[CH:18]=[CH:19][C:14]([C:11]3[CH:10]=[CH:9][C:8]([C:5]4([C:3]([OH:4])=[O:2])[CH2:7][CH2:6]4)=[CH:13][CH:12]=3)=[CH:15][CH:16]=2)[N:21]=[N:22]1. (2) Given the reactants [S:1]1[CH:5]=[CH:4][CH:3]=[C:2]1[C:6]([OH:8])=O.COC1C=C(CNC(NCC2C=CC(Cl)=CC=2)=S)C=C(I)C=1O.CCN(C(C)C)C(C)C.[NH2:41][C:42]1[CH:47]=[CH:46][CH:45]=[CH:44][C:43]=1[O:48][CH2:49][CH:50]([OH:65])[CH2:51][N:52]1[CH2:56][CH2:55][CH:54]([O:57][C:58]2[CH:63]=[CH:62][C:61]([Cl:64])=[CH:60][CH:59]=2)[CH2:53]1, predict the reaction product. The product is: [Cl:64][C:61]1[CH:60]=[CH:59][C:58]([O:57][CH:54]2[CH2:55][CH2:56][N:52]([CH2:51][CH:50]([OH:65])[CH2:49][O:48][C:43]3[CH:44]=[CH:45][CH:46]=[CH:47][C:42]=3[NH:41][C:6]([C:2]3[S:1][CH:5]=[CH:4][CH:3]=3)=[O:8])[CH2:53]2)=[CH:63][CH:62]=1.